The task is: Binary Classification. Given a drug SMILES string, predict its activity (active/inactive) in a high-throughput screening assay against a specified biological target.. This data is from KCNQ2 potassium channel screen with 302,405 compounds. (1) The molecule is O=c1n(nc(c2c1cccc2)C)c1ccc(cc1)C(O)=O. The result is 0 (inactive). (2) The molecule is Oc1c2c(n(CC)c(=O)c1C(=O)NCc1ncccc1)cccc2. The result is 1 (active). (3) The drug is O=[n+]1c(c(n([O-])c(c1C)C)C)c1ccc(OC)cc1. The result is 0 (inactive). (4) The drug is S(c1n(c(nn1)Cc1ccccc1)CC)CC(=O)Nc1cc2OCOc2cc1. The result is 0 (inactive).